This data is from Full USPTO retrosynthesis dataset with 1.9M reactions from patents (1976-2016). The task is: Predict the reactants needed to synthesize the given product. (1) Given the product [N:9]1[C:10]2[C:5](=[CH:4][CH:3]=[CH:2][CH:11]=2)[CH:6]=[N:7][CH:8]=1, predict the reactants needed to synthesize it. The reactants are: O[C:2]1[CH:11]=[C:10]2[C:5]([C:6](OC3C=C4C(=CC=3)NC=C4)=[N:7][CH:8]=[N:9]2)=[CH:4][C:3]=1OC.C1(P(C2C=CC=CC=2)C2C=CC=CC=2)C=CC=CC=1.OCCN1CCOCC1.N(C(OCC)=O)=NC(OCC)=O. (2) Given the product [C:23]([S:25][CH:6]1[CH2:7][N:8]([C:10]2[S:11][CH:12]=[C:13]([CH2:15][N:16]3[C:17](=[O:22])[CH2:18][CH2:19][C:20]3=[O:21])[N:14]=2)[CH2:9]1)(=[O:26])[CH3:24], predict the reactants needed to synthesize it. The reactants are: CS(O[CH:6]1[CH2:9][N:8]([C:10]2[S:11][CH:12]=[C:13]([CH2:15][N:16]3[C:20](=[O:21])[CH2:19][CH2:18][C:17]3=[O:22])[N:14]=2)[CH2:7]1)(=O)=O.[C:23]([O-:26])(=[S:25])[CH3:24].[K+].